From a dataset of Full USPTO retrosynthesis dataset with 1.9M reactions from patents (1976-2016). Predict the reactants needed to synthesize the given product. (1) The reactants are: [CH3:1][O:2][C:3](=[O:15])[C:4]1[CH:9]=[C:8]([C:10]([F:13])([F:12])[CH3:11])[N:7]=[C:6](Cl)[CH:5]=1.C1(P(C2C=CC=CC=2)C2C=CC3C(=CC=CC=3)C=2C2C3C(=CC=CC=3)C=CC=2P(C2C=CC=CC=2)C2C=CC=CC=2)C=CC=CC=1.C(=O)([O-])[O-].[Cs+].[Cs+].[C@@H:68]([NH2:72])([CH2:70][CH3:71])[CH3:69]. Given the product [CH3:1][O:2][C:3](=[O:15])[C:4]1[CH:9]=[C:8]([C:10]([F:13])([F:12])[CH3:11])[N:7]=[C:6]([NH:72][C@H:68]([CH2:70][CH3:71])[CH3:69])[CH:5]=1, predict the reactants needed to synthesize it. (2) The reactants are: [CH3:1][N:2]([C:7]1[CH:12]=[CH:11][C:10]([C:13]2[N:21]3[C:16]([CH2:17][CH2:18][CH2:19][C:20]3=[O:22])=[C:15]([CH3:23])[CH:14]=2)=[CH:9][CH:8]=1)[C:3](=[O:6])[CH:4]=[CH2:5].[NH:24]1[CH2:29][CH2:28][CH2:27][CH2:26][CH2:25]1. Given the product [CH3:1][N:2]([C:7]1[CH:8]=[CH:9][C:10]([C:13]2[N:21]3[C:16]([CH2:17][CH2:18][CH2:19][C:20]3=[O:22])=[C:15]([CH3:23])[CH:14]=2)=[CH:11][CH:12]=1)[C:3](=[O:6])[CH2:4][CH2:5][N:24]1[CH2:29][CH2:28][CH2:27][CH2:26][CH2:25]1, predict the reactants needed to synthesize it. (3) Given the product [CH3:7][N:8]([CH2:3][O:2][CH3:1])[C:9]([N:11]1[C:15]([CH3:16])=[CH:14][C:13]([O:17][C:18]2[C:23]([Cl:24])=[CH:22][C:21]([C:25]([F:27])([F:28])[F:26])=[CH:20][N:19]=2)=[N:12]1)=[O:10], predict the reactants needed to synthesize it. The reactants are: [CH3:1][O:2][CH2:3]Cl.[H-].[Na+].[CH3:7][NH:8][C:9]([N:11]1[C:15]([CH3:16])=[CH:14][C:13]([O:17][C:18]2[C:23]([Cl:24])=[CH:22][C:21]([C:25]([F:28])([F:27])[F:26])=[CH:20][N:19]=2)=[N:12]1)=[O:10].O. (4) Given the product [ClH:1].[Cl:1][C:2]1[CH:3]=[CH:4][C:5]([CH2:8][O:9][C:10]2[CH:15]=[CH:14][N:13]([C:16]3[CH:21]=[CH:20][C:19]4[C:22]5[CH2:23][NH:24][CH2:25][CH2:26][CH2:27][C:28]=5[S:29][C:18]=4[CH:17]=3)[C:12](=[O:37])[CH:11]=2)=[N:6][CH:7]=1, predict the reactants needed to synthesize it. The reactants are: [Cl:1][C:2]1[CH:3]=[CH:4][C:5]([CH2:8][O:9][C:10]2[CH:15]=[CH:14][N:13]([C:16]3[CH:21]=[CH:20][C:19]4[C:22]5[CH2:23][N:24](C(OC(C)(C)C)=O)[CH2:25][CH2:26][CH2:27][C:28]=5[S:29][C:18]=4[CH:17]=3)[C:12](=[O:37])[CH:11]=2)=[N:6][CH:7]=1.Cl. (5) Given the product [OH:1][CH:2]1[C:11]2[CH:10]=[C:9]([C:12]([O:14][CH3:15])=[O:13])[CH:8]=[CH:7][C:6]=2[CH2:5][CH2:4][CH2:3]1, predict the reactants needed to synthesize it. The reactants are: [O:1]=[C:2]1[C:11]2[CH:10]=[C:9]([C:12]([O:14][CH3:15])=[O:13])[CH:8]=[CH:7][C:6]=2[CH2:5][CH2:4][CH2:3]1.[BH4-].[Na+].Cl. (6) Given the product [NH2:1][C:2]1[C:11]2[C:6](=[C:7]([C:22]3[C:23]([O:27][CH3:28])=[CH:24][CH:25]=[CH:26][C:21]=3[F:20])[C:8]([F:12])=[CH:9][CH:10]=2)[N:5]=[N:4][C:3]=1[C:14]([NH:16][CH2:17][CH2:18][CH3:19])=[O:15], predict the reactants needed to synthesize it. The reactants are: [NH2:1][C:2]1[C:11]2[C:6](=[C:7](Br)[C:8]([F:12])=[CH:9][CH:10]=2)[N:5]=[N:4][C:3]=1[C:14]([NH:16][CH2:17][CH2:18][CH3:19])=[O:15].[F:20][C:21]1[CH:26]=[CH:25][CH:24]=[C:23]([O:27][CH3:28])[C:22]=1B(O)O. (7) Given the product [Cl:29][C:30]1[CH:35]=[CH:34][C:33]([C:36]2([C:41]3[CH:42]=[C:43]4[C:44](=[N:45][CH:46]=3)[N:47]([CH3:48])[C:21](=[O:25])[CH:22]=[C:49]4[C:51]3[CH:56]=[CH:55][CH:54]=[C:53]([O:57][CH3:58])[CH:52]=3)[O:40][CH2:39][CH2:38][O:37]2)=[CH:32][CH:31]=1, predict the reactants needed to synthesize it. The reactants are: C(NC(C)C)(C)C.[Li]CCCC.[Li+].CC([N-]C(C)C)C.[C:21]([O:25]C(C)=O)(C)(C)[CH3:22].[Cl:29][C:30]1[CH:35]=[CH:34][C:33]([C:36]2([C:41]3[CH:42]=[C:43]([C:49]([C:51]4[CH:56]=[CH:55][CH:54]=[C:53]([O:57][CH3:58])[CH:52]=4)=O)[C:44]([NH:47][CH3:48])=[N:45][CH:46]=3)[O:40][CH2:39][CH2:38][O:37]2)=[CH:32][CH:31]=1. (8) Given the product [CH3:27][S:24]([N:6]1[C:5]2[S:28][CH:2]=[C:3]([C:29]3[CH:30]=[CH:31][CH:32]=[CH:33][CH:34]=3)[C:4]=2[C:8]([N:9]2[CH2:14][CH2:13][CH:12]([CH2:15][O:16][CH2:17][CH2:18][N:19]3[CH2:20][CH2:21][CH2:22][CH2:23]3)[CH2:11][CH2:10]2)=[N:7]1)(=[O:25])=[O:26], predict the reactants needed to synthesize it. The reactants are: Br[C:2]1[S:28][C:5]2[N:6]([S:24]([CH3:27])(=[O:26])=[O:25])[N:7]=[C:8]([N:9]3[CH2:14][CH2:13][CH:12]([CH2:15][O:16][CH2:17][CH2:18][N:19]4[CH2:23][CH2:22][CH2:21][CH2:20]4)[CH2:11][CH2:10]3)[C:4]=2[C:3]=1[C:29]1[CH:34]=[CH:33][CH:32]=[CH:31][CH:30]=1.C(=O)([O-])[O-].[K+].[K+].C1(P(C2C=CC=CC=2)C2C=CC=CC=2)C=CC=CC=1. (9) The reactants are: Cl.C([C:4]1[CH:11]=[CH:10][C:7]([CH2:8]N)=[CH:6][CH:5]=1)#N.Cl.[C:13]([C:16]1C=CC(CN)=CC=1)(O)=O.C#CCN1C=CN=N1. Given the product [C:7]1([CH2:8][C:13]#[CH:16])[CH:6]=[CH:5][CH:4]=[CH:11][CH:10]=1, predict the reactants needed to synthesize it.